Dataset: hERG potassium channel inhibition data for cardiac toxicity prediction from Karim et al.. Task: Regression/Classification. Given a drug SMILES string, predict its toxicity properties. Task type varies by dataset: regression for continuous values (e.g., LD50, hERG inhibition percentage) or binary classification for toxic/non-toxic outcomes (e.g., AMES mutagenicity, cardiotoxicity, hepatotoxicity). Dataset: herg_karim. (1) The molecule is C[C@@H](OC(=O)c1cccc(S(=O)(=O)Nc2ccc3c(c2)OCO3)c1)C(=O)c1c[nH]c2ccccc12. The result is 0 (non-blocker). (2) The drug is Cc1ccc2c(N3CCN(CCc4cccc5c4ccc(=O)n5C)[C@@H](C)C3)cccc2n1. The result is 1 (blocker). (3) The molecule is CC(=O)N1CCC(c2[nH]nc(-c3ccc(F)cc3)c2-c2ccncc2)CC1. The result is 1 (blocker). (4) The molecule is Cc1nc(SCc2cc(N3CCOCC3)cc(NCC#N)n2)n(C)c1C. The result is 0 (non-blocker). (5) The molecule is Cc1n[nH]c(C)c1-c1ccc2cc(CCN3CCCC3C)ccc2n1. The result is 0 (non-blocker).